Task: Predict the reactants needed to synthesize the given product.. Dataset: Full USPTO retrosynthesis dataset with 1.9M reactions from patents (1976-2016) Given the product [F:1][S:2]([F:16])([F:14])([F:15])([F:17])[C:3]1[CH:4]=[C:5]2[C:9](=[CH:10][CH:11]=1)[NH:8][CH:7]=[C:6]2[CH2:12][NH:21][CH2:20][CH2:18][OH:19], predict the reactants needed to synthesize it. The reactants are: [F:1][S:2]([F:17])([F:16])([F:15])([F:14])[C:3]1[CH:4]=[C:5]2[C:9](=[CH:10][CH:11]=1)[NH:8][CH:7]=[C:6]2[CH:12]=O.[CH2:18]([CH2:20][NH2:21])[OH:19].[BH4-].[Na+].